This data is from Peptide-MHC class I binding affinity with 185,985 pairs from IEDB/IMGT. The task is: Regression. Given a peptide amino acid sequence and an MHC pseudo amino acid sequence, predict their binding affinity value. This is MHC class I binding data. (1) The peptide sequence is RIEQLYPFA. The MHC is HLA-A29:02 with pseudo-sequence HLA-A29:02. The binding affinity (normalized) is 0.0847. (2) The peptide sequence is FLAPLPIHTA. The MHC is HLA-A11:01 with pseudo-sequence HLA-A11:01. The binding affinity (normalized) is 0.0135. (3) The peptide sequence is DIVNNFITK. The MHC is HLA-A68:01 with pseudo-sequence HLA-A68:01. The binding affinity (normalized) is 0.588. (4) The peptide sequence is KAMRPWQSF. The MHC is HLA-B46:01 with pseudo-sequence HLA-B46:01. The binding affinity (normalized) is 0.601. (5) The peptide sequence is ASAHGDRLPY. The MHC is Mamu-A01 with pseudo-sequence Mamu-A01. The binding affinity (normalized) is 0. (6) The peptide sequence is SYRNFSFSL. The binding affinity (normalized) is 0.0847. The MHC is HLA-B18:01 with pseudo-sequence HLA-B18:01. (7) The peptide sequence is SQSPQGRVM. The MHC is Mamu-B1001 with pseudo-sequence Mamu-B1001. The binding affinity (normalized) is 0.438.